Dataset: Catalyst prediction with 721,799 reactions and 888 catalyst types from USPTO. Task: Predict which catalyst facilitates the given reaction. (1) Reactant: [C:1]([NH:4][C:5]1[CH:13]=[CH:12][C:8]([C:9]([OH:11])=O)=[CH:7][N:6]=1)(=[O:3])[CH3:2].N1C(Cl)=NC(Cl)=NC=1Cl.N1C=CC=CC=1.[F:29][C:30]1[C:35]([N+:36]([O-:38])=[O:37])=[CH:34][CH:33]=[C:32]([F:39])[C:31]=1[NH2:40]. Product: [C:1]([NH:4][C:5]1[CH:13]=[CH:12][C:8]([C:9]([NH:40][C:31]2[C:32]([F:39])=[CH:33][CH:34]=[C:35]([N+:36]([O-:38])=[O:37])[C:30]=2[F:29])=[O:11])=[CH:7][N:6]=1)(=[O:3])[CH3:2]. The catalyst class is: 30. (2) Reactant: O[C@@H]1CCN([C:24]([C:25]2[CH:30]=[CH:29][C:28](OC(F)(F)F)=[CH:27][CH:26]=2)=O)[C@H]1C(NO[CH2:24][C:25]1[CH:30]=[CH:29][CH:28]=[CH:27][CH:26]=1)=O.CCN=C=N[CH2:36][CH2:37][CH2:38]N(C)C.[CH:42]1[CH:43]=[CH:44][C:45]2N(O)N=N[C:46]=2[CH:47]=1.COC(=O)[CH:55]([NH:65][C:66](=[O:84])[C:67]1[CH:72]=[CH:71][C:70]([C:73]#[C:74]C#CC2C=CC(N)=CC=2)=[CH:69][CH:68]=1)[CH2:56][NH:57]C(OC(C)(C)C)=O.CCN(C(C)C)[CH:89]([CH3:91])[CH3:90]. Product: [C:24]([CH:56]([NH2:57])[CH2:55][NH:65][C:66](=[O:84])[C:67]1[CH:68]=[CH:69][C:70]([C:73]#[CH:74])=[CH:71][CH:72]=1)([C:25]1[CH:26]=[CH:27][CH:28]=[CH:29][CH:30]=1)([C:36]1[CH:37]=[CH:38][CH:91]=[CH:89][CH:90]=1)[C:46]1[CH:45]=[CH:44][CH:43]=[CH:42][CH:47]=1. The catalyst class is: 31. (3) The catalyst class is: 31. Product: [F:50][CH:49]([F:51])[O:48][C:39]1[CH:40]=[CH:41][C:42]2[C:47](=[CH:46][CH:45]=[CH:44][CH:43]=2)[C:38]=1[CH2:37][N:15]1[C:14](=[O:29])[C@@H:13]([NH:12][C:11](=[O:30])[C@@H:10]([N:2]([CH3:1])[C:3](=[O:9])[O:4][C:5]([CH3:8])([CH3:6])[CH3:7])[CH3:31])[C:19]2([CH2:20][CH2:21][O:22][CH2:23][CH2:24]2)[O:18][C:17]2[CH:25]=[CH:26][CH:27]=[CH:28][C:16]1=2.[F:50][CH:49]([F:51])[O:48][C:39]1[CH:40]=[CH:41][C:42]2[C:47](=[CH:46][CH:45]=[CH:44][CH:43]=2)[C:38]=1[CH2:37][N:15]1[C:14](=[O:29])[C@H:13]([NH:12][C:11](=[O:30])[C@@H:10]([N:2]([CH3:1])[C:3](=[O:9])[O:4][C:5]([CH3:8])([CH3:6])[CH3:7])[CH3:31])[C:19]2([CH2:20][CH2:21][O:22][CH2:23][CH2:24]2)[O:18][C:17]2[CH:25]=[CH:26][CH:27]=[CH:28][C:16]1=2. Reactant: [CH3:1][N:2]([C@@H:10]([CH3:31])[C:11](=[O:30])[NH:12][CH:13]1[C:19]2([CH2:24][CH2:23][O:22][CH2:21][CH2:20]2)[O:18][C:17]2[CH:25]=[CH:26][CH:27]=[CH:28][C:16]=2[NH:15][C:14]1=[O:29])[C:3](=[O:9])[O:4][C:5]([CH3:8])([CH3:7])[CH3:6].CS(O[CH2:37][C:38]1[C:47]2[C:42](=[CH:43][CH:44]=[CH:45][CH:46]=2)[CH:41]=[CH:40][C:39]=1[O:48][CH:49]([F:51])[F:50])(=O)=O.C([O-])([O-])=O.[Cs+].[Cs+]. (4) Reactant: [CH2:1]([CH:8]1[C:16]2[C:11](=[CH:12][C:13]([F:28])=[C:14]([CH2:17][NH:18][S:19]([C:22]3[N:23]=[CH:24][N:25]([CH3:27])[CH:26]=3)(=[O:21])=[O:20])[CH:15]=2)[CH2:10][CH:9]1[NH:29][C:30](=O)OCC)[C:2]1[CH:7]=[CH:6][CH:5]=[CH:4][CH:3]=1.[H-].[Al+3].[Li+].[H-].[H-].[H-].[OH-].[K+].O. Product: [CH2:1]([C@H:8]1[C:16]2[C:11](=[CH:12][C:13]([F:28])=[C:14]([CH2:17][NH:18][S:19]([C:22]3[N:23]=[CH:24][N:25]([CH3:27])[CH:26]=3)(=[O:21])=[O:20])[CH:15]=2)[CH2:10][C@H:9]1[NH:29][CH3:30])[C:2]1[CH:3]=[CH:4][CH:5]=[CH:6][CH:7]=1.[CH2:1]([C@@H:8]1[C:16]2[C:11](=[CH:12][C:13]([F:28])=[C:14]([CH2:17][NH:18][S:19]([C:22]3[N:23]=[CH:24][N:25]([CH3:27])[CH:26]=3)(=[O:21])=[O:20])[CH:15]=2)[CH2:10][C@H:9]1[NH:29][CH3:30])[C:2]1[CH:3]=[CH:4][CH:5]=[CH:6][CH:7]=1. The catalyst class is: 7. (5) Reactant: [Cl:1][C:2]1[CH:29]=[CH:28][CH:27]=[CH:26][C:3]=1[C:4]([NH:6][C@H:7]1[C:15]2[C:10](=[CH:11][CH:12]=[C:13]([C:16]([N:18]([CH3:25])[CH:19]3[CH2:24][CH2:23][NH:22][CH2:21][CH2:20]3)=[O:17])[CH:14]=2)[CH2:9][CH2:8]1)=[O:5].Cl[C:31]1[S:35][N:34]=[C:33]([CH3:36])[N:32]=1.C([O-])([O-])=O.[Cs+].[Cs+]. Product: [Cl:1][C:2]1[CH:29]=[CH:28][CH:27]=[CH:26][C:3]=1[C:4]([NH:6][C@H:7]1[C:15]2[C:10](=[CH:11][CH:12]=[C:13]([C:16]([N:18]([CH3:25])[CH:19]3[CH2:20][CH2:21][N:22]([C:31]4[S:35][N:34]=[C:33]([CH3:36])[N:32]=4)[CH2:23][CH2:24]3)=[O:17])[CH:14]=2)[CH2:9][CH2:8]1)=[O:5]. The catalyst class is: 12. (6) Reactant: [Cl:1][C:2]1[CH:28]=[CH:27][C:5]([CH2:6][NH:7][C:8]([C:10]2[C:11]([OH:26])=[C:12]3[CH:18]=[C:17]([CH2:19][N:20]4[CH2:25][CH2:24][O:23][CH2:22][CH2:21]4)[S:16][C:13]3=[N:14][CH:15]=2)=[O:9])=[CH:4][CH:3]=1.C1(P(C2C=CC=CC=2)C2C=CC=CC=2)C=CC=CC=1.[N:48]1[CH:53]=[CH:52][C:51]([CH2:54]O)=[CH:50][CH:49]=1.[OH-].[Na+]. Product: [Cl:1][C:2]1[CH:28]=[CH:27][C:5]([CH2:6][NH:7][C:8]([C:10]2[C:11](=[O:26])[C:12]3[CH:18]=[C:17]([CH2:19][N:20]4[CH2:21][CH2:22][O:23][CH2:24][CH2:25]4)[S:16][C:13]=3[N:14]([CH2:54][C:51]3[CH:52]=[CH:53][N:48]=[CH:49][CH:50]=3)[CH:15]=2)=[O:9])=[CH:4][CH:3]=1. The catalyst class is: 1. (7) Reactant: [F:1][C:2]1[CH:7]=[C:6]([F:8])[CH:5]=[CH:4][C:3]=1[C:9]1[NH:13][C:12]([C:14]([CH3:20])([CH3:19])[C:15](OC)=[O:16])=[N:11][C:10]=1[C:21]1[N:26]=[C:25]2[O:27][C:28]([NH:30][C@@H:31]([CH3:36])[CH2:32][CH2:33][O:34][CH3:35])=[N:29][C:24]2=[CH:23][CH:22]=1.[BH4-].[Li+].Cl. Product: [F:1][C:2]1[CH:7]=[C:6]([F:8])[CH:5]=[CH:4][C:3]=1[C:9]1[NH:13][C:12]([C:14]([CH3:20])([CH3:19])[CH2:15][OH:16])=[N:11][C:10]=1[C:21]1[N:26]=[C:25]2[O:27][C:28]([NH:30][C@@H:31]([CH3:36])[CH2:32][CH2:33][O:34][CH3:35])=[N:29][C:24]2=[CH:23][CH:22]=1. The catalyst class is: 385.